Task: Regression/Classification. Given a drug SMILES string, predict its absorption, distribution, metabolism, or excretion properties. Task type varies by dataset: regression for continuous measurements (e.g., permeability, clearance, half-life) or binary classification for categorical outcomes (e.g., BBB penetration, CYP inhibition). Dataset: cyp2c9_veith.. Dataset: CYP2C9 inhibition data for predicting drug metabolism from PubChem BioAssay (1) The molecule is Cc1cc(OCn2ccc(C(=O)O)n2)ccc1Cl. The result is 0 (non-inhibitor). (2) The result is 1 (inhibitor). The molecule is O=c1c(-c2ccccc2)nc2cnc(Oc3ccccc3)nc2n1C[C@H]1CCCO1.